Task: Predict the reaction yield, written as a fraction of the theoretical maximum amount of product (1.0 means a 100% yield; for example, 0.34 means a 34% yield).. Dataset: Reaction yield outcomes from USPTO patents with 853,638 reactions (1) The reactants are [CH:1]1([CH:6]([N:12]2[CH:16]=[C:15]([C:17]3[C:18]4[CH:25]=[CH:24][N:23](COCC[Si](C)(C)C)[C:19]=4[N:20]=[CH:21][N:22]=3)[CH:14]=[N:13]2)[CH2:7][CH:8]=[C:9]([F:11])[F:10])[CH2:5][CH2:4][CH2:3][CH2:2]1.[C:34]([OH:40])([C:36]([F:39])([F:38])[F:37])=[O:35]. The catalyst is C(Cl)Cl. The product is [F:37][C:36]([F:39])([F:38])[C:34]([OH:40])=[O:35].[CH:1]1([CH:6]([N:12]2[CH:16]=[C:15]([C:17]3[C:18]4[CH:25]=[CH:24][NH:23][C:19]=4[N:20]=[CH:21][N:22]=3)[CH:14]=[N:13]2)[CH2:7][CH:8]=[C:9]([F:10])[F:11])[CH2:5][CH2:4][CH2:3][CH2:2]1. The yield is 0.980. (2) The reactants are [CH3:1][N:2]([CH2:4][C:5]([N:7]1[C:15]2[C:10](=[CH:11][CH:12]=[C:13]([NH2:16])[CH:14]=2)[CH2:9][CH2:8]1)=[O:6])[CH3:3].[Cl:17]N1C(=O)CCC1=O.C(Cl)(Cl)Cl. The catalyst is C(#N)C. The product is [Cl:17][C:12]1[CH:11]=[C:10]2[C:15](=[CH:14][C:13]=1[NH2:16])[N:7]([C:5](=[O:6])[CH2:4][N:2]([CH3:1])[CH3:3])[CH2:8][CH2:9]2. The yield is 0.150. (3) The reactants are [C:1]1(/[CH:7]=[CH:8]/[C:9]([NH2:11])=[O:10])[CH:6]=[CH:5][CH:4]=[CH:3][CH:2]=1.Cl[CH2:13][C:14](=O)[CH2:15][C:16]([O:18][CH2:19][CH3:20])=[O:17]. The catalyst is C(OCC)(=O)C. The product is [CH2:19]([O:18][C:16](=[O:17])[CH2:15][C:14]1[N:11]=[C:9](/[CH:8]=[CH:7]/[C:1]2[CH:6]=[CH:5][CH:4]=[CH:3][CH:2]=2)[O:10][CH:13]=1)[CH3:20]. The yield is 0.670. (4) The reactants are [O:1]1[C:3]2([CH2:8][CH2:7][N:6]([C:9]([O:11][C:12]([CH3:15])([CH3:14])[CH3:13])=[O:10])[CH2:5][CH2:4]2)[CH2:2]1.[CH3:16][C:17]1([CH3:29])[C:21]([CH3:23])([CH3:22])[O:20][B:19]([C:24]2[CH:25]=[N:26][NH:27][CH:28]=2)[O:18]1.[H-].[Na+]. The catalyst is CN(C=O)C. The product is [OH:1][C:3]1([CH2:2][N:27]2[CH:28]=[C:24]([B:19]3[O:18][C:17]([CH3:29])([CH3:16])[C:21]([CH3:23])([CH3:22])[O:20]3)[CH:25]=[N:26]2)[CH2:8][CH2:7][N:6]([C:9]([O:11][C:12]([CH3:15])([CH3:14])[CH3:13])=[O:10])[CH2:5][CH2:4]1. The yield is 0.890. (5) The reactants are [CH2:1]([O:5][C:6]1[N:14]=[C:13]2[C:9]([NH:10][C:11](=[O:37])[N:12]2[CH2:15][C:16]2[CH:21]=[CH:20][C:19]([O:22][CH2:23][CH2:24][CH2:25][CH2:26][N:27]3[CH2:32][CH2:31][CH:30]([C:33]([O:35]C)=[O:34])[CH2:29][CH2:28]3)=[CH:18][CH:17]=2)=[C:8]([NH2:38])[N:7]=1)[CH2:2][CH2:3][CH3:4].Cl. The catalyst is [OH-].[Na+]. The product is [CH2:1]([O:5][C:6]1[N:14]=[C:13]2[C:9]([NH:10][C:11](=[O:37])[N:12]2[CH2:15][C:16]2[CH:17]=[CH:18][C:19]([O:22][CH2:23][CH2:24][CH2:25][CH2:26][N:27]3[CH2:28][CH2:29][CH:30]([C:33]([OH:35])=[O:34])[CH2:31][CH2:32]3)=[CH:20][CH:21]=2)=[C:8]([NH2:38])[N:7]=1)[CH2:2][CH2:3][CH3:4]. The yield is 0.690. (6) The reactants are C(=O)([O-])[O-].[K+].[K+].[Br:7][C:8]1[CH:13]=[CH:12][C:11]([OH:14])=[CH:10][CH:9]=1.Br[C:16]1[CH:21]=[CH:20][CH:19]=[CH:18][N:17]=1.[OH-].[Na+]. The catalyst is CN1CCCC1=O.[Cu].[Cu]I. The product is [Br:7][C:8]1[CH:13]=[CH:12][C:11]([O:14][C:16]2[CH:21]=[CH:20][CH:19]=[CH:18][N:17]=2)=[CH:10][CH:9]=1. The yield is 0.760. (7) The reactants are [Br:1][C:2]1[CH:3]=[CH:4][C:5]([OH:11])=[C:6]([C:8](=O)[CH3:9])[CH:7]=1.[C:12]1([NH:18]N)[CH:17]=[CH:16][CH:15]=[CH:14][CH:13]=1.O. The catalyst is C(O)C.C(O)(=O)C.C1(C)C(C)=CC=CC=1. The product is [Br:1][C:2]1[CH:3]=[CH:4][C:5]([OH:11])=[C:6]([C:8]2[NH:18][C:12]3[C:17]([CH:9]=2)=[CH:16][CH:15]=[CH:14][CH:13]=3)[CH:7]=1. The yield is 0.221. (8) The reactants are [NH:1]1[C:9]2[C:4](=[CH:5][CH:6]=[CH:7][C:8]=2[C:10]([O:12][CH3:13])=[O:11])[CH:3]=[CH:2]1.N1C2C(=CC=CC=2)C=[C:15]1C(OCC)=O. No catalyst specified. The product is [CH3:15][N:1]1[C:9]2[C:4](=[CH:5][CH:6]=[CH:7][C:8]=2[C:10]([O:12][CH3:13])=[O:11])[CH:3]=[CH:2]1. The yield is 0.900.